From a dataset of Forward reaction prediction with 1.9M reactions from USPTO patents (1976-2016). Predict the product of the given reaction. (1) Given the reactants [Cl:1][C:2]1[CH:7]=[CH:6][C:5]([C:8]2[C:16]3[C:11](=[N:12][CH:13]=[N:14][C:15]=3[NH2:17])[NH:10][N:9]=2)=[CH:4][CH:3]=1.N1C=CC=CC=1.[CH3:24][S:25](Cl)(=[O:27])=[O:26], predict the reaction product. The product is: [Cl:1][C:2]1[CH:7]=[CH:6][C:5]([C:8]2[C:16]3[C:11](=[N:12][CH:13]=[N:14][C:15]=3[NH2:17])[N:10]([S:25]([CH3:24])(=[O:27])=[O:26])[N:9]=2)=[CH:4][CH:3]=1. (2) Given the reactants [Cl:1][C:2]1[CH:3]=[N:4][C:5]2[C:10]([CH:11]=1)=[CH:9][C:8]([CH2:12][C:13]1[CH:14]=[C:15]([CH:20]=[CH:21][N:22]=1)[C:16]([O:18]C)=[O:17])=[CH:7][C:6]=2[Cl:23].O.[OH-].[Na+].Cl, predict the reaction product. The product is: [Cl:1][C:2]1[CH:3]=[N:4][C:5]2[C:10]([CH:11]=1)=[CH:9][C:8]([CH2:12][C:13]1[CH:14]=[C:15]([CH:20]=[CH:21][N:22]=1)[C:16]([OH:18])=[O:17])=[CH:7][C:6]=2[Cl:23]. (3) The product is: [NH2:1][C@H:2]([C:4]1[CH:5]=[CH:6][C:7]([C:10]2[C:11]3[C:12]4[CH:25]=[CH:24][S:23][C:13]=4[CH:14]=[N:15][C:16]=3[CH:17]=[CH:18][C:19]=2[OH:20])=[CH:8][CH:9]=1)[CH3:3]. Given the reactants [NH2:1][C@H:2]([C:4]1[CH:9]=[CH:8][C:7]([C:10]2[C:11]3[C:12]4[CH:25]=[CH:24][S:23][C:13]=4[C:14](=O)[NH:15][C:16]=3[CH:17]=[CH:18][C:19]=2[O:20]C)=[CH:6][CH:5]=1)[CH3:3].BrB(Br)Br, predict the reaction product.